From a dataset of Experimental lipophilicity measurements (octanol/water distribution) for 4,200 compounds from AstraZeneca. Regression/Classification. Given a drug SMILES string, predict its absorption, distribution, metabolism, or excretion properties. Task type varies by dataset: regression for continuous measurements (e.g., permeability, clearance, half-life) or binary classification for categorical outcomes (e.g., BBB penetration, CYP inhibition). For this dataset (lipophilicity_astrazeneca), we predict Y. (1) The drug is Cc1ncc(-c2ccnc(Nc3ccc(C(=O)N4CCN(C)CC4)cc3)n2)n1C(C)C. The Y is 2.10 logD. (2) The drug is CN[C@@H](C)C(=O)N[C@H](C(=O)N[C@H]1CCCN(CCc2ccc(O)cc2)C1)C(C)(C)C. The Y is 0.770 logD. (3) The molecule is Oc1ccc(-c2csc(-c3ccc(O)cc3)n2)cc1. The Y is 3.70 logD. (4) The molecule is Clc1ccc2c(c1Nc1ncnc3cc(OCCN4CCCC4)cc(OC4CCOCC4)c13)OCO2. The Y is 2.60 logD. (5) The molecule is CCN(CC)CCN1C(=O)[C@@](O)(c2ccccc2Cl)c2c1cc(C(N)=O)cc2C(F)(F)F. The Y is 2.40 logD. (6) The compound is COc1ccc(-c2ccc3c(N4CCOCC4)nc(N4C[C@H](C)O[C@H](C)C4)nc3n2)cc1CO. The Y is 3.25 logD. (7) The compound is COC(=O)N1CCOc2cc(COc3ccccc3)cnc21. The Y is 2.50 logD.